Predict the reaction yield, written as a fraction of the theoretical maximum amount of product (1.0 means a 100% yield; for example, 0.34 means a 34% yield). From a dataset of Reaction yield outcomes from USPTO patents with 853,638 reactions. (1) The reactants are [Br:1][C:2]1[CH:3]=[C:4]([CH2:9][C@H:10]([NH:22][C:23](=[O:29])[O:24][C:25]([CH3:28])([CH3:27])[CH3:26])[C:11]2[NH:12][C:13]([C:16]3[CH:21]=[CH:20][CH:19]=[CH:18][CH:17]=3)=[CH:14][N:15]=2)[CH:5]=[CH:6][C:7]=1[I:8].[CH3:30][Si:31]([CH3:38])([CH3:37])[CH2:32][CH2:33][O:34][CH2:35]Cl.C(N(CC)C(C)C)(C)C.C(Cl)Cl. The catalyst is O. The product is [Br:1][C:2]1[CH:3]=[C:4]([CH2:9][C@H:10]([NH:22][C:23](=[O:29])[O:24][C:25]([CH3:26])([CH3:28])[CH3:27])[C:11]2[N:12]([CH2:35][O:34][CH2:33][CH2:32][Si:31]([CH3:38])([CH3:37])[CH3:30])[C:13]([C:16]3[CH:21]=[CH:20][CH:19]=[CH:18][CH:17]=3)=[CH:14][N:15]=2)[CH:5]=[CH:6][C:7]=1[I:8]. The yield is 0.590. (2) The reactants are [Cl:1][C:2]1[CH:10]=[CH:9][C:8]([C:11]2[N:12]([C:22]([O:24][C:25]([CH3:28])([CH3:27])[CH3:26])=[O:23])[C:13]3[C:18]([CH:19]=2)=[CH:17][C:16]([CH:20]=O)=[CH:15][CH:14]=3)=[C:7]2[C:3]=1[CH2:4][NH:5][C:6]2=[O:29].[NH2:30][C:31]1[CH:39]=[CH:38][C:34]([CH2:35][CH2:36][OH:37])=[CH:33][CH:32]=1.C(O)(=O)C.C(O[BH-](OC(=O)C)OC(=O)C)(=O)C.[Na+].Cl. The catalyst is C(#N)C. The product is [Cl:1][C:2]1[CH:10]=[CH:9][C:8]([C:11]2[N:12]([C:22]([O:24][C:25]([CH3:28])([CH3:27])[CH3:26])=[O:23])[C:13]3[C:18]([CH:19]=2)=[CH:17][C:16]([CH2:20][NH:30][C:31]2[CH:39]=[CH:38][C:34]([CH2:35][CH2:36][OH:37])=[CH:33][CH:32]=2)=[CH:15][CH:14]=3)=[C:7]2[C:3]=1[CH2:4][NH:5][C:6]2=[O:29]. The yield is 1.00. (3) The reactants are [CH3:1][O:2][CH2:3][CH2:4][N:5]1[C:13]2[C:8](=[CH:9][CH:10]=[CH:11][C:12]=2[CH3:14])[C:7]([C:15]([OH:17])=O)=[CH:6]1.CCN(C(C)C)C(C)C.[C:27]([O:31][C:32](=[O:52])[NH:33][CH2:34][C:35]1[CH:40]=[CH:39][C:38]([O:41][CH2:42][C:43](=[O:45])[NH2:44])=[C:37]([CH:46]2[CH2:51][CH2:50][NH:49][CH2:48][CH2:47]2)[CH:36]=1)([CH3:30])([CH3:29])[CH3:28].C1C=CC2N(O)N=NC=2C=1.CCN=C=NCCCN(C)C. The catalyst is C(Cl)Cl. The product is [C:27]([O:31][C:32](=[O:52])[NH:33][CH2:34][C:35]1[CH:40]=[CH:39][C:38]([O:41][CH2:42][C:43](=[O:45])[NH2:44])=[C:37]([CH:46]2[CH2:47][CH2:48][N:49]([C:15]([C:7]3[C:8]4[C:13](=[C:12]([CH3:14])[CH:11]=[CH:10][CH:9]=4)[N:5]([CH2:4][CH2:3][O:2][CH3:1])[CH:6]=3)=[O:17])[CH2:50][CH2:51]2)[CH:36]=1)([CH3:30])([CH3:28])[CH3:29]. The yield is 0.240. (4) The reactants are [NH2:1][C:2]1[C:7]([C:8]([C:10]2[CH:11]=[N:12][C:13](F)=[CH:14][CH:15]=2)=[O:9])=[CH:6][C:5](Br)=[CH:4][N:3]=1.[CH2:18]([NH2:22])[CH:19]([CH3:21])[CH3:20].[CH3:23][O:24][C:25]1[CH:26]=[C:27](B(O)O)[CH:28]=[CH:29][C:30]=1[O:31][CH3:32].C(=O)([O-])[O-].[Na+].[Na+]. The catalyst is C(O)C.[Pd+2].O.C(#N)C.C(N(CC)CC)C. The product is [NH2:1][C:2]1[C:7]([C:8]([C:10]2[CH:11]=[N:12][C:13]([NH:22][CH2:18][CH:19]([CH3:21])[CH3:20])=[CH:14][CH:15]=2)=[O:9])=[CH:6][C:5]([C:28]2[CH:27]=[CH:26][C:25]([O:24][CH3:23])=[C:30]([O:31][CH3:32])[CH:29]=2)=[CH:4][N:3]=1. The yield is 0.710. (5) The reactants are [CH3:1][O:2][C:3]1[CH:4]=[C:5]2[C:10](=[CH:11][C:12]=1[O:13][CH3:14])[N:9]=[CH:8][N:7]=[C:6]2[O:15][C:16]1[CH:22]=[CH:21][C:19]([NH2:20])=[C:18]([O:23][CH3:24])[CH:17]=1.Cl[C:26](Cl)([O:28][C:29](=[O:35])OC(Cl)(Cl)Cl)Cl.[CH:37]1(O)[CH2:43][CH2:42]C[CH2:40][CH2:39][CH2:38]1.C(=O)(O)[O-].[Na+]. The catalyst is C(Cl)Cl.C(N(CC)CC)C.C1(C)C=CC=CC=1. The product is [CH3:1][O:2][C:3]1[CH:4]=[C:5]2[C:10](=[CH:11][C:12]=1[O:13][CH3:14])[N:9]=[CH:8][N:7]=[C:6]2[O:15][C:16]1[CH:22]=[CH:21][C:19]([NH:20][C:29](=[O:35])[O:28][CH:26]2[CH2:40][CH2:39][CH2:38][CH2:37][CH2:43][CH2:42]2)=[C:18]([O:23][CH3:24])[CH:17]=1. The yield is 0.610.